From a dataset of Peptide-MHC class I binding affinity with 185,985 pairs from IEDB/IMGT. Regression. Given a peptide amino acid sequence and an MHC pseudo amino acid sequence, predict their binding affinity value. This is MHC class I binding data. (1) The peptide sequence is RLRDLLLIVTR. The MHC is HLA-B51:01 with pseudo-sequence HLA-B51:01. The binding affinity (normalized) is 0.0707. (2) The peptide sequence is LARFPCNVI. The MHC is HLA-B51:01 with pseudo-sequence HLA-B51:01. The binding affinity (normalized) is 0.408.